Dataset: Forward reaction prediction with 1.9M reactions from USPTO patents (1976-2016). Task: Predict the product of the given reaction. Given the reactants FC(F)(F)C(O)=O.[NH:8]1[CH2:13][CH2:12][CH2:11][CH:10]([NH:14][C:15]([N:17]2[CH2:20][CH:19]([C:21]3[NH:22][C:23](=[O:36])[C:24]4[CH:29]=[N:28][N:27]([CH:30]5[CH2:35][CH2:34][CH2:33][CH2:32][CH2:31]5)[C:25]=4[N:26]=3)[CH2:18]2)=[O:16])[CH2:9]1.[CH3:37][C:38]([CH3:40])=O, predict the reaction product. The product is: [CH:38]([N:8]1[CH2:13][CH2:12][CH2:11][CH:10]([NH:14][C:15]([N:17]2[CH2:20][CH:19]([C:21]3[NH:22][C:23](=[O:36])[C:24]4[CH:29]=[N:28][N:27]([CH:30]5[CH2:31][CH2:32][CH2:33][CH2:34][CH2:35]5)[C:25]=4[N:26]=3)[CH2:18]2)=[O:16])[CH2:9]1)([CH3:40])[CH3:37].